From a dataset of Reaction yield outcomes from USPTO patents with 853,638 reactions. Predict the reaction yield, written as a fraction of the theoretical maximum amount of product (1.0 means a 100% yield; for example, 0.34 means a 34% yield). (1) The reactants are [NH2:1][C:2]1[CH:7]=[CH:6][C:5]([Cl:8])=[CH:4][C:3]=1[C:9]([C:11]1[CH:16]=[CH:15][CH:14]=[CH:13][CH:12]=1)=O.O=[C:18]([CH3:31])[CH2:19][C:20]([O:22][C@@H:23]([C:25]1[CH:30]=[CH:29][CH:28]=[CH:27][CH:26]=1)[CH3:24])=[O:21].[O-]S(C(F)(F)F)(=O)=O.[Yb+3].[O-]S(C(F)(F)F)(=O)=O.[O-]S(C(F)(F)F)(=O)=O. The catalyst is C(O)C.C(OCC)C. The product is [Cl:8][C:5]1[CH:4]=[C:3]2[C:2](=[CH:7][CH:6]=1)[N:1]=[C:18]([CH3:31])[C:19]([C:20]([O:22][C@@H:23]([C:25]1[CH:30]=[CH:29][CH:28]=[CH:27][CH:26]=1)[CH3:24])=[O:21])=[C:9]2[C:11]1[CH:16]=[CH:15][CH:14]=[CH:13][CH:12]=1. The yield is 0.670. (2) The reactants are [OH-].[Na+].[F:3][C:4]1[C:9]2[CH:10]=[C:11]([CH2:13][C:14]3[CH:19]=[CH:18][CH:17]=[C:16]([S:20]([CH3:23])(=[O:22])=[O:21])[CH:15]=3)[S:12][C:8]=2[C:7]([C:24]2[CH:25]=[C:26]([CH:32]=[CH:33][CH:34]=2)[C:27](OCC)=[O:28])=[CH:6][CH:5]=1.Cl.Cl.[NH2:37][CH2:38][C:39]([NH2:41])=[O:40].CCN=C=NCCCN(C)C.C1C=CC2N(O)N=NC=2C=1.C(N(CC)CC)C. The catalyst is O.CN(C=O)C.C(O)C. The product is [NH2:41][C:39](=[O:40])[CH2:38][NH:37][C:27](=[O:28])[C:26]1[CH:32]=[CH:33][CH:34]=[C:24]([C:7]2[C:8]3[S:12][C:11]([CH2:13][C:14]4[CH:19]=[CH:18][CH:17]=[C:16]([S:20]([CH3:23])(=[O:21])=[O:22])[CH:15]=4)=[CH:10][C:9]=3[C:4]([F:3])=[CH:5][CH:6]=2)[CH:25]=1. The yield is 0.690. (3) The catalyst is C(O)C. The reactants are [CH3:1][CH:2]([CH2:6][C:7](=O)[C:8]1[CH:13]=[CH:12][CH:11]=[CH:10][CH:9]=1)[C:3](O)=[O:4].O.[NH2:16][NH2:17]. The yield is 0.961. The product is [CH3:1][CH:2]1[CH2:6][C:7]([C:8]2[CH:13]=[CH:12][CH:11]=[CH:10][CH:9]=2)=[N:17][NH:16][C:3]1=[O:4].